From a dataset of HIV replication inhibition screening data with 41,000+ compounds from the AIDS Antiviral Screen. Binary Classification. Given a drug SMILES string, predict its activity (active/inactive) in a high-throughput screening assay against a specified biological target. (1) The molecule is COc1ccc(S(=O)(=O)NC(C(=O)O)c2ccccc2)cc1. The result is 0 (inactive). (2) The drug is COc1ccc2c(c1)CCC1=CC3(CCC12C)SCCS3. The result is 0 (inactive). (3) The result is 0 (inactive). The compound is COC(=O)C(C)N1C(=O)NC(C(C)C)C1=O. (4) The drug is NC(CCOCCP(=O)(O)CCC1C=CC=CC1)C(=O)O. The result is 0 (inactive). (5) The compound is O=C(c1ccccc1)C1N(c2ccccc2)CCN1c1ccccc1. The result is 0 (inactive). (6) The molecule is COc1ccc2c(-c3ccc(O)cc3)c(Oc3ccc(Cl)cc3)c(=O)oc2c1. The result is 0 (inactive). (7) The compound is CCC(=O)c1c(O)c2ccccc2oc1=O. The result is 0 (inactive). (8) The drug is N#Cc1cccc(C2ON=C(c3ccc([N+](=O)[O-])cc3)N2C23CC4CC(CC(C4)C2)C3)c1. The result is 0 (inactive). (9) The molecule is CC(C)CC(NC(=O)OC(C)(C)C)C(=O)N1CCCC1C(=O)OCc1ccccc1. The result is 0 (inactive).